From a dataset of Peptide-MHC class II binding affinity with 134,281 pairs from IEDB. Regression. Given a peptide amino acid sequence and an MHC pseudo amino acid sequence, predict their binding affinity value. This is MHC class II binding data. (1) The peptide sequence is DSVTPMILKAQKGGNL. The MHC is DRB1_1501 with pseudo-sequence DRB1_1501. The binding affinity (normalized) is 0.431. (2) The peptide sequence is NDKFTVFEGAFNKAI. The MHC is DRB1_0101 with pseudo-sequence DRB1_0101. The binding affinity (normalized) is 0.766. (3) The peptide sequence is ERLNESLFIGLKGDI. The MHC is DRB1_0101 with pseudo-sequence DRB1_0101. The binding affinity (normalized) is 0.290. (4) The peptide sequence is VSPKSVVGNFVAEFK. The MHC is DRB1_0101 with pseudo-sequence DRB1_0101. The binding affinity (normalized) is 0.718. (5) The peptide sequence is AAATAGTTWYGAFAA. The MHC is HLA-DQA10102-DQB10602 with pseudo-sequence HLA-DQA10102-DQB10602. The binding affinity (normalized) is 0.465. (6) The peptide sequence is WDTRITEADLDDEQE. The MHC is HLA-DQA10201-DQB10301 with pseudo-sequence HLA-DQA10201-DQB10301. The binding affinity (normalized) is 0.